From a dataset of Catalyst prediction with 721,799 reactions and 888 catalyst types from USPTO. Predict which catalyst facilitates the given reaction. (1) Reactant: [NH2:1][CH2:2][C:3]1([CH2:9][C:10]([OH:12])=[O:11])[CH2:8][CH2:7][CH2:6][CH2:5][CH2:4]1.[OH2:13].C(N(C(C)C)CC)(C)C.[ClH:23].O1C[CH2:28][O:27][CH2:26]C1. Product: [Cl:23][CH2:26][O:27][C:28]([NH:1][CH2:2][C:3]1([CH2:9][C:10]([OH:12])=[O:11])[CH2:8][CH2:7][CH2:6][CH2:5][CH2:4]1)=[O:13]. The catalyst class is: 13. (2) Reactant: [CH3:1][O:2][C:3]1[CH:8]=[C:7]([O:9][CH3:10])[N:6]=[C:5]([O:11][CH:12]([C:16]([S:29]([CH3:32])(=O)=[O:30])([C:23]2[CH:28]=[CH:27][CH:26]=[CH:25][CH:24]=2)[C:17]2[CH:22]=[CH:21][CH:20]=[CH:19][CH:18]=2)[C:13]([OH:15])=[O:14])[N:4]=1.C(O)(=O)C.OO. Product: [CH3:10][O:9][C:7]1[CH:8]=[C:3]([O:2][CH3:1])[N:4]=[C:5]([O:11][CH:12]([C:16]([S:29]([CH3:32])=[O:30])([C:23]2[CH:28]=[CH:27][CH:26]=[CH:25][CH:24]=2)[C:17]2[CH:22]=[CH:21][CH:20]=[CH:19][CH:18]=2)[C:13]([OH:15])=[O:14])[N:6]=1. The catalyst class is: 6. (3) Reactant: O1[CH2:6][CH2:5][CH2:4][O:3][O:2]1.[NH2:7][C:8]1[CH:13]=[CH:12][CH:11]=[CH:10][C:9]=1[C:14]1[CH:19]=[CH:18][CH:17]=[CH:16][CH:15]=1.C(O[BH-](O[C:30](=[O:32])[CH3:31])OC(=O)C)(=O)C.[Na+].O. Product: [C:9]1([C:14]2[CH:15]=[CH:16][CH:17]=[CH:18][CH:19]=2)[CH:10]=[CH:11][CH:12]=[CH:13][C:8]=1[NH:7][CH:18]1[CH2:6][CH2:5][C:4]2([O:3][O:2][CH:31]([C:14]([C:9]3[CH:10]=[CH:11][CH:12]=[CH:13][CH:8]=3)=[CH2:15])[CH2:30][O:32]2)[CH2:16][CH2:17]1. The catalyst class is: 4. (4) Reactant: [CH3:1][O:2][C:3](=[O:23])[NH:4][CH:5]([C:9]([N:11]1[CH2:15][CH2:14][CH2:13][CH:12]1[C:16]1[NH:17][C:18]([C:21]#[CH:22])=[CH:19][N:20]=1)=[O:10])[CH:6]([CH3:8])[CH3:7].[Br:24][C:25]1[CH:30]=[CH:29][C:28](Br)=[CH:27][CH:26]=1.C(N(CC)CC)C. Product: [CH3:1][O:2][C:3](=[O:23])[NH:4][CH:5]([C:9]([N:11]1[CH2:15][CH2:14][CH2:13][CH:12]1[C:16]1[NH:17][C:18]([C:21]#[C:22][C:28]2[CH:29]=[CH:30][C:25]([Br:24])=[CH:26][CH:27]=2)=[CH:19][N:20]=1)=[O:10])[CH:6]([CH3:8])[CH3:7]. The catalyst class is: 441. (5) Reactant: [Cl:1][C:2]1[CH:7]=[CH:6][C:5]([C:8]2[C:13]([CH:14]=[O:15])=[CH:12][N:11]=[C:10]([NH:16][C:17](=[O:19])[CH3:18])[CH:9]=2)=[C:4]([F:20])[C:3]=1[O:21][CH3:22].[BH4-].[Na+]. Product: [Cl:1][C:2]1[CH:7]=[CH:6][C:5]([C:8]2[C:13]([CH2:14][OH:15])=[CH:12][N:11]=[C:10]([NH:16][C:17](=[O:19])[CH3:18])[CH:9]=2)=[C:4]([F:20])[C:3]=1[O:21][CH3:22]. The catalyst class is: 36. (6) Product: [CH3:25][O:24][C:21]1[CH:20]=[CH:19][C:18]([C:16]2[CH:15]=[CH:14][N:13]=[C:12]([S:11][CH2:10][C:7]3[CH:8]=[CH:9][C:4]([C:3]([OH:26])=[O:2])=[CH:5][CH:6]=3)[N:17]=2)=[CH:23][CH:22]=1. Reactant: C[O:2][C:3](=[O:26])[C:4]1[CH:9]=[CH:8][C:7]([CH2:10][S:11][C:12]2[N:17]=[C:16]([C:18]3[CH:23]=[CH:22][C:21]([O:24][CH3:25])=[CH:20][CH:19]=3)[CH:15]=[CH:14][N:13]=2)=[CH:6][CH:5]=1.O[Li].O.Cl. The catalyst class is: 87. (7) Reactant: [S:1]1[C:5]2[CH:6]=[CH:7][CH:8]=[CH:9][C:4]=2[N:3]=[CH:2]1.C([Li])CCC.[CH:15](=[O:22])[C:16]1[CH:21]=[CH:20][CH:19]=[CH:18][CH:17]=1. Product: [S:1]1[C:5]2[CH:6]=[CH:7][CH:8]=[CH:9][C:4]=2[N:3]=[C:2]1[CH:15]([C:16]1[CH:21]=[CH:20][CH:19]=[CH:18][CH:17]=1)[OH:22]. The catalyst class is: 7.